From a dataset of Forward reaction prediction with 1.9M reactions from USPTO patents (1976-2016). Predict the product of the given reaction. (1) Given the reactants [F:1][C:2]1[CH:10]=[C:9]2[C:5]([C:6]([C:20]3[CH:28]=[CH:27][C:23]4[NH:24][CH:25]=[N:26][C:22]=4[CH:21]=3)=[CH:7][N:8]2S(C2C=CC=CC=2)(=O)=O)=[CH:4][CH:3]=1.CC[N:31]([CH2:34]C)CC.[CH3:36][S:37](Cl)(=[O:39])=[O:38], predict the reaction product. The product is: [F:1][C:2]1[CH:10]=[C:9]2[C:5]([C:6]([C:20]3[CH:28]=[CH:27][C:23]4[N:24]=[C:25]([CH2:34][NH:31][S:37]([CH3:36])(=[O:39])=[O:38])[NH:26][C:22]=4[CH:21]=3)=[CH:7][NH:8]2)=[CH:4][CH:3]=1. (2) The product is: [F:44][C:42]1([F:45])[O:41][C:40]2[CH:46]=[CH:47][C:37]([NH:36][C:24]([NH:12][C:9]3[CH:10]=[CH:11][C:6]([O:5][CH2:4][CH2:3][N:2]([CH3:19])[CH3:1])=[C:7]([C:13]4[N:14]([CH3:18])[N:15]=[CH:16][CH:17]=4)[CH:8]=3)=[O:25])=[CH:38][C:39]=2[O:43]1. Given the reactants [CH3:1][N:2]([CH3:19])[CH2:3][CH2:4][O:5][C:6]1[CH:11]=[CH:10][C:9]([NH2:12])=[CH:8][C:7]=1[C:13]1[N:14]([CH3:18])[N:15]=[CH:16][CH:17]=1.C(Cl)Cl.Cl[C:24](OC1C=CC([N+]([O-])=O)=CC=1)=[O:25].[NH2:36][C:37]1[CH:47]=[CH:46][C:40]2[O:41][C:42]([F:45])([F:44])[O:43][C:39]=2[CH:38]=1, predict the reaction product. (3) Given the reactants [CH3:1][O:2][C:3](=[O:12])[CH2:4][C@H:5]1[CH2:10][CH2:9][CH2:8][C@@H:7]([OH:11])[CH2:6]1.O.C[N+]1([O-])CCOCC1, predict the reaction product. The product is: [CH3:1][O:2][C:3](=[O:12])[CH2:4][CH:5]1[CH2:10][CH2:9][CH2:8][C:7](=[O:11])[CH2:6]1. (4) Given the reactants [NH2:1][C:2]1[CH:7]=[CH:6][CH:5]=[C:4]([Br:8])[N:3]=1.[C:9](O[C:9]([O:11][C:12]([CH3:15])([CH3:14])[CH3:13])=[O:10])([O:11][C:12]([CH3:15])([CH3:14])[CH3:13])=[O:10], predict the reaction product. The product is: [C:12]([O:11][C:9]([N:3]1[C:4]([Br:8])=[CH:5][CH:6]=[CH:7][CH:2]1[NH2:1])=[O:10])([CH3:15])([CH3:14])[CH3:13]. (5) Given the reactants CCCCCC.C([Li])CCC.C(C1C=CC=CC=1)(C)(C)C.[Br:22][C:23]1[C:28]([O:29][C:30]2[CH:35]=[CH:34][CH:33]=[CH:32][CH:31]=2)=[C:27]([O:36][C:37]2[CH:42]=[CH:41][CH:40]=[CH:39][CH:38]=2)[C:26](Br)=[C:25]([O:44][C:45]2[CH:50]=[CH:49][CH:48]=[CH:47][CH:46]=2)[C:24]=1[O:51][C:52]1[CH:57]=[CH:56][CH:55]=[CH:54][CH:53]=1.[B:58](Br)(Br)Br.C(N(CC)C(C)C)(C)C, predict the reaction product. The product is: [Br:22][C:23]1[C:28]([O:29][C:30]2[CH:35]=[CH:34][CH:33]=[CH:32][CH:31]=2)=[C:27]2[C:26]3=[C:25]([O:44][C:45]4[CH:50]=[CH:49][CH:48]=[CH:47][C:46]=4[B:58]3[C:38]3[CH:39]=[CH:40][CH:41]=[CH:42][C:37]=3[O:36]2)[C:24]=1[O:51][C:52]1[CH:57]=[CH:56][CH:55]=[CH:54][CH:53]=1.